This data is from Peptide-MHC class II binding affinity with 134,281 pairs from IEDB. The task is: Regression. Given a peptide amino acid sequence and an MHC pseudo amino acid sequence, predict their binding affinity value. This is MHC class II binding data. (1) The peptide sequence is GSHEVNGTWMIHTLE. The MHC is DRB1_0801 with pseudo-sequence DRB1_0801. The binding affinity (normalized) is 0. (2) The peptide sequence is AAATAGTTVYGAFAI. The MHC is HLA-DQA10501-DQB10301 with pseudo-sequence HLA-DQA10501-DQB10301. The binding affinity (normalized) is 0.656. (3) The peptide sequence is ERIKSEYMTSWFYDN. The MHC is DRB1_0404 with pseudo-sequence DRB1_0404. The binding affinity (normalized) is 0.320. (4) The peptide sequence is RVFDKADGKSKRD. The MHC is DRB5_0101 with pseudo-sequence DRB5_0101. The binding affinity (normalized) is 0.581. (5) The peptide sequence is IHIGDSSKVTITDTT. The MHC is DRB5_0101 with pseudo-sequence DRB5_0101. The binding affinity (normalized) is 0. (6) The binding affinity (normalized) is 0.742. The peptide sequence is KEKVYLSWVPAHKGIGGNE. The MHC is DRB1_0101 with pseudo-sequence DRB1_0101. (7) The peptide sequence is AATAAAAAAVDRGDP. The MHC is DRB3_0101 with pseudo-sequence DRB3_0101. The binding affinity (normalized) is 0. (8) The peptide sequence is KSMKVTVAFNQFGPN. The MHC is DRB1_0405 with pseudo-sequence DRB1_0405. The binding affinity (normalized) is 0.571. (9) The peptide sequence is TFTVEKGSNEKHLAV. The MHC is DRB1_0405 with pseudo-sequence DRB1_0405. The binding affinity (normalized) is 0.128.